From a dataset of Forward reaction prediction with 1.9M reactions from USPTO patents (1976-2016). Predict the product of the given reaction. (1) The product is: [F:50][C:49]([F:52])([F:51])[C:47]([OH:53])=[O:48].[F:50][C:49]([F:52])([F:51])[C:47]([OH:53])=[O:48].[F:50][C:49]([F:52])([F:51])[C:47]([OH:53])=[O:48].[F:1][C:2]1[CH:7]=[CH:6][C:5]([F:8])=[CH:4][C:3]=1[C@@H:9]1[C@@H:14]([NH2:15])[CH2:13][C@@H:12]([N:23]2[CH2:30][C:29]3[C:25](=[N:26][N:27]([S:43]([CH:40]4[CH2:42][CH2:41]4)(=[O:45])=[O:44])[CH:28]=3)[CH2:24]2)[CH2:11][N:10]1[CH3:32]. Given the reactants [F:1][C:2]1[CH:7]=[CH:6][C:5]([F:8])=[CH:4][C:3]=1[C@@H:9]1[C@@H:14]([NH:15]C(=O)OC(C)(C)C)[CH2:13][C@@H:12]([N:23]2[CH2:30][C:29]3[CH:28]=[N:27][NH:26][C:25]=3[CH2:24]2)[C:11](=O)[N:10]1[CH3:32].C(N(CC)CC)C.[CH:40]1([S:43](Cl)(=[O:45])=[O:44])[CH2:42][CH2:41]1.[C:47]([OH:53])([C:49]([F:52])([F:51])[F:50])=[O:48].C(Cl)Cl, predict the reaction product. (2) The product is: [Si:1]([O:18][CH2:19][C:20]1[N:25]=[C:24]([C:26](=[N:50][OH:51])[C:27]([O:29][CH2:30][CH3:31])=[O:28])[C:23]([F:33])=[C:22]([Cl:34])[C:21]=1[N:35]1[CH2:36][C@H:37]([CH3:42])[O:38][C@H:39]([CH3:41])[CH2:40]1)([C:14]([CH3:17])([CH3:15])[CH3:16])([C:8]1[CH:9]=[CH:10][CH:11]=[CH:12][CH:13]=1)[C:2]1[CH:7]=[CH:6][CH:5]=[CH:4][CH:3]=1. Given the reactants [Si:1]([O:18][CH2:19][C:20]1[N:25]=[C:24]([C:26](=O)[C:27]([O:29][CH2:30][CH3:31])=[O:28])[C:23]([F:33])=[C:22]([Cl:34])[C:21]=1[N:35]1[CH2:40][C@H:39]([CH3:41])[O:38][C@H:37]([CH3:42])[CH2:36]1)([C:14]([CH3:17])([CH3:16])[CH3:15])([C:8]1[CH:13]=[CH:12][CH:11]=[CH:10][CH:9]=1)[C:2]1[CH:7]=[CH:6][CH:5]=[CH:4][CH:3]=1.N1C=CC=CC=1.Cl.[NH2:50][OH:51], predict the reaction product. (3) Given the reactants [Br:1][C:2]1[CH:3]=[N:4][CH:5]=[C:6]([N+:9]([O-])=O)[C:7]=1[CH3:8].O, predict the reaction product. The product is: [Br:1][C:2]1[C:7]([CH3:8])=[C:6]([NH2:9])[CH:5]=[N:4][CH:3]=1. (4) Given the reactants [C:1]([C:5]1[CH:12]=[CH:11][C:8]([CH2:9][NH2:10])=[CH:7][CH:6]=1)([CH3:4])([CH3:3])[CH3:2].[C:13](Cl)(Cl)=[O:14].C(NC(C)C)(C)C.[CH3:24][N:25]1[C:33]2[CH:32]=[CH:31][CH:30]=[C:29]([NH2:34])[C:28]=2[CH:27]=[N:26]1, predict the reaction product. The product is: [C:1]([C:5]1[CH:6]=[CH:7][C:8]([CH2:9][NH:10][C:13]([NH:34][C:29]2[CH:30]=[CH:31][CH:32]=[C:33]3[C:28]=2[CH:27]=[N:26][N:25]3[CH3:24])=[O:14])=[CH:11][CH:12]=1)([CH3:4])([CH3:2])[CH3:3]. (5) Given the reactants [F:1][C:2]1[C:10]2[NH:9][C:8]3[CH2:11][CH2:12][N:13]4[C@@H:17]([C:7]=3[C:6]=2[CH:5]=[C:4]([CH3:18])[CH:3]=1)[CH2:16][CH2:15][CH2:14]4.[H-].[Na+].[CH3:21][C:22]1([C:25]2[CH:30]=[CH:29][N:28]=[CH:27][CH:26]=2)[CH2:24][O:23]1.[CH3:31]N(C=O)C, predict the reaction product. The product is: [F:1][C:2]1[CH:3]=[C:4]([CH3:18])[CH:5]=[C:6]2[C:10]=1[N:9]([CH2:21][C:22]([C:25]1[CH:30]=[CH:29][N:28]=[CH:27][CH:26]=1)([OH:23])[CH3:24])[C:8]1[CH2:11][CH2:12][NH:13][CH2:14][CH2:15][CH2:16][C@@H:17]([CH3:31])[C:7]2=1. (6) Given the reactants Cl[C:2]1[C:3]([NH:32]C2C=CC=CC=2S(C(C)C)(=O)=O)=[N:4][C:5](NC2C(OC(C)C)=CC(C3CCN(C(=O)CN(C)C)CC3)=C(C)C=2)=[N:6][CH:7]=1.[CH3:45][C:46]([O-:48])=O.[Na+].ClCC=[O:53].Cl, predict the reaction product. The product is: [N:4]1[C:5]2[NH:6][CH:7]=[CH:2][C:45]=2[C:46]([OH:48])=[N:32][C:3]=1[OH:53]. (7) Given the reactants [Li+].[BH4-].[F:3][C:4]([F:17])([F:16])[CH:5]([C:12]([F:15])([F:14])[F:13])[CH:6]([C:8](OC)=[O:9])[NH2:7].Cl, predict the reaction product. The product is: [F:3][C:4]([F:16])([F:17])[CH:5]([C:12]([F:13])([F:14])[F:15])[CH:6]([NH2:7])[CH2:8][OH:9]. (8) Given the reactants [C:1]([OH:8])(=O)[CH2:2][CH2:3][CH2:4][CH:5]=[CH2:6].[CH2:9]([NH2:20])[CH2:10][CH2:11][CH2:12][CH2:13][CH2:14][CH2:15][CH2:16][CH2:17][CH:18]=[CH2:19], predict the reaction product. The product is: [CH2:9]([NH:20][C:1](=[O:8])[CH2:2][CH2:3][CH2:4][CH:5]=[CH2:6])[CH2:10][CH2:11][CH2:12][CH2:13][CH2:14][CH2:15][CH2:16][CH2:17][CH:18]=[CH2:19]. (9) Given the reactants [Cl:1][C:2]1[CH:3]=[CH:4][C:5]([F:11])=[C:6]([CH:10]=1)[C:7]([OH:9])=O.CN(C(ON1N=NC2C=CC=NC1=2)=[N+](C)C)C.F[P-](F)(F)(F)(F)F.[CH3:36][O:37][C:38]1[CH:43]=[C:42]([NH2:44])[CH:41]=[CH:40][N:39]=1.CCN(CC)CC, predict the reaction product. The product is: [Cl:1][C:2]1[CH:3]=[CH:4][C:5]([F:11])=[C:6]([CH:10]=1)[C:7]([NH:44][C:42]1[CH:41]=[CH:40][N:39]=[C:38]([O:37][CH3:36])[CH:43]=1)=[O:9]. (10) Given the reactants [F:1][C:2]([F:24])([F:23])[C:3]1[CH:8]=[C:7]([F:9])[CH:6]=[CH:5][C:4]=1[N:10]=[N:10][C:4]1[CH:5]=[CH:6][C:7]([F:9])=[CH:8][C:3]=1[C:2]([F:24])([F:1])[F:23].[H][H], predict the reaction product. The product is: [F:24][C:2]([F:1])([F:23])[C:3]1[CH:8]=[C:7]([F:9])[CH:6]=[CH:5][C:4]=1[NH2:10].